From a dataset of Reaction yield outcomes from USPTO patents with 853,638 reactions. Predict the reaction yield, written as a fraction of the theoretical maximum amount of product (1.0 means a 100% yield; for example, 0.34 means a 34% yield). (1) The reactants are [CH2:1]([O:3][C:4](=[O:25])[CH2:5][C@@H:6]([N:13]1[C:17]2=[N:18][C:19]([C:22]#[N:23])=[CH:20][CH:21]=[C:16]2[NH:15][C:14]1=[O:24])[C:7]1[CH:12]=[CH:11][CH:10]=[CH:9][CH:8]=1)[CH3:2].[I-].[CH3:27][N:28]1[C:36]2[C:31](=[C:32]([CH3:37])[CH:33]=[CH:34][CH:35]=2)[C:30]([CH2:38][N+](C)(C)C)=[CH:29]1.C([O-])([O-])=O.[K+].[K+].O. The catalyst is CN(C=O)C.CCOC(C)=O. The product is [CH2:1]([O:3][C:4](=[O:25])[CH2:5][C@@H:6]([N:13]1[C:17]2=[N:18][C:19]([C:22]#[N:23])=[CH:20][CH:21]=[C:16]2[N:15]([CH2:38][C:30]2[C:31]3[C:36](=[CH:35][CH:34]=[CH:33][C:32]=3[CH3:37])[N:28]([CH3:27])[CH:29]=2)[C:14]1=[O:24])[C:7]1[CH:8]=[CH:9][CH:10]=[CH:11][CH:12]=1)[CH3:2]. The yield is 0.800. (2) The reactants are [O:1]1[CH2:5][CH2:4][CH2:3][C@@H:2]1[CH2:6][N:7]1[C:15]2[C:10](=[CH:11][CH:12]=[CH:13][CH:14]=2)[C:9]2([CH2:19][O:18][C:17]3[CH:20]=[C:21]4[C:25](=[CH:26][C:16]2=3)[C:24](=O)[CH2:23][O:22]4)[C:8]1=[O:28].Cl.[NH2:30][OH:31].C([O-])(=O)C.[Na+].[OH-].[Na+]. The catalyst is CO.O1CCCC1. The product is [O:1]1[CH2:5][CH2:4][CH2:3][C@@H:2]1[CH2:6][N:7]1[C:15]2[C:10](=[CH:11][CH:12]=[CH:13][CH:14]=2)[C:9]2([CH2:19][O:18][C:17]3[CH:20]=[C:21]4[C:25](=[CH:26][C:16]2=3)[C:24](=[N:30][OH:31])[CH2:23][O:22]4)[C:8]1=[O:28]. The yield is 0.960. (3) The reactants are [C:12]([O:11][C:9](O[C:9]([O:11][C:12]([CH3:15])([CH3:14])[CH3:13])=[O:10])=[O:10])([CH3:15])([CH3:14])[CH3:13].[Br:16][C:17]1[CH:26]=[C:25]2[C:20]([CH2:21][CH2:22][NH:23][CH2:24]2)=[CH:19][CH:18]=1.C(N(CC)CC)C. The catalyst is C1COCC1. The product is [Br:16][C:17]1[CH:26]=[C:25]2[C:20]([CH2:21][CH2:22][N:23]([C:9]([O:11][C:12]([CH3:13])([CH3:14])[CH3:15])=[O:10])[CH2:24]2)=[CH:19][CH:18]=1. The yield is 0.970. (4) The reactants are [OH:1][C:2]1[CH:3]=[C:4]2[C:9](=[C:10]([C:12]([NH2:14])=[O:13])[CH:11]=1)[N:8]=[CH:7][N:6]=[C:5]2[NH:15][CH2:16][C:17]1[CH:22]=[CH:21][C:20]([C:23]([F:26])([F:25])[F:24])=[CH:19][CH:18]=1.C(=O)([O-])[O-].[Cs+].[Cs+].Cl.Cl[CH2:35][CH2:36][N:37]1[CH2:42][CH2:41][O:40][CH2:39][CH2:38]1. The catalyst is CN(C)C=O.[I-].C([N+](CCCC)(CCCC)CCCC)CCC.O.C(OCC)(=O)C. The product is [N:37]1([CH2:36][CH2:35][O:1][C:2]2[CH:3]=[C:4]3[C:9](=[C:10]([C:12]([NH2:14])=[O:13])[CH:11]=2)[N:8]=[CH:7][N:6]=[C:5]3[NH:15][CH2:16][C:17]2[CH:22]=[CH:21][C:20]([C:23]([F:25])([F:26])[F:24])=[CH:19][CH:18]=2)[CH2:42][CH2:41][O:40][CH2:39][CH2:38]1. The yield is 0.750.